Dataset: Reaction yield outcomes from USPTO patents with 853,638 reactions. Task: Predict the reaction yield, written as a fraction of the theoretical maximum amount of product (1.0 means a 100% yield; for example, 0.34 means a 34% yield). (1) The reactants are [F:1][C:2]1[CH:26]=[CH:25][CH:24]=[CH:23][C:3]=1[CH2:4][N:5]1[C:9]2=[N:10][CH:11]=[CH:12][CH:13]=[C:8]2[C:7]([C:14]2[N:19]=[C:18]([NH2:20])[C:17]([NH2:21])=[C:16]([NH2:22])[N:15]=2)=[N:6]1.Cl[C:28]([O:30][CH3:31])=[O:29]. The catalyst is C(O)(C)C. The product is [NH2:22][C:16]1[C:17]([NH:21][C:28](=[O:29])[O:30][CH3:31])=[C:18]([NH2:20])[N:19]=[C:14]([C:7]2[C:8]3[C:9](=[N:10][CH:11]=[CH:12][CH:13]=3)[N:5]([CH2:4][C:3]3[CH:23]=[CH:24][CH:25]=[CH:26][C:2]=3[F:1])[N:6]=2)[N:15]=1. The yield is 0.908. (2) The reactants are [C:1]([O:5][C:6](=[O:24])[NH:7][CH:8]([CH2:17][C:18]1[CH:23]=[CH:22][CH:21]=[CH:20][CH:19]=1)[CH:9]([OH:16])[CH2:10][NH:11][CH2:12][CH:13]([CH3:15])[CH3:14])([CH3:4])([CH3:3])[CH3:2].[CH3:25][C:26]1[C:34]2[C:29](=[CH:30][CH:31]=[C:32]([S:35](Cl)(=[O:37])=[O:36])[CH:33]=2)[NH:28][N:27]=1.C([O-])(O)=O.[Na+].CCCCCC. The catalyst is ClCCl. The product is [C:1]([O:5][C:6](=[O:24])[NH:7][CH:8]([CH2:17][C:18]1[CH:19]=[CH:20][CH:21]=[CH:22][CH:23]=1)[CH:9]([OH:16])[CH2:10][N:11]([CH2:12][CH:13]([CH3:14])[CH3:15])[S:35]([C:32]1[CH:33]=[C:34]2[C:29](=[CH:30][CH:31]=1)[NH:28][N:27]=[C:26]2[CH3:25])(=[O:37])=[O:36])([CH3:3])([CH3:4])[CH3:2]. The yield is 0.990. (3) The reactants are [O:1]=[C:2]1[C:11]2[CH:10]=[C:9]([C:12]([OH:14])=[O:13])[CH:8]=[CH:7][C:6]=2[CH2:5][CH2:4][CH2:3]1.S(Cl)(Cl)=O.[CH3:19]O. No catalyst specified. The product is [O:1]=[C:2]1[C:11]2[CH:10]=[C:9]([C:12]([O:14][CH3:19])=[O:13])[CH:8]=[CH:7][C:6]=2[CH2:5][CH2:4][CH2:3]1. The yield is 0.940.